The task is: Predict the product of the given reaction.. This data is from Forward reaction prediction with 1.9M reactions from USPTO patents (1976-2016). (1) Given the reactants [C:1]([C:3]1[CH:4]=[C:5]2[C:10](=[CH:11][CH:12]=1)[NH:9][CH2:8][C@@H:7]([NH:13][S:14]([C:17]1[CH:22]=[CH:21][CH:20]=[CH:19][CH:18]=1)(=[O:16])=[O:15])[CH2:6]2)#[N:2].C(O)(=O)C.C1COCC1.I([Cl:35])(=O)=O.I(Cl)(=O)=O.I(Cl)(=O)=O.I(Cl)(=O)=O.C([N+](C)(C)C)C1C=CC=CC=1, predict the reaction product. The product is: [Cl:35][C:11]1[CH:12]=[C:3]([C:1]#[N:2])[CH:4]=[C:5]2[C:10]=1[NH:9][CH2:8][CH:7]([NH:13][S:14]([C:17]1[CH:22]=[CH:21][CH:20]=[CH:19][CH:18]=1)(=[O:16])=[O:15])[CH2:6]2. (2) The product is: [C:12]([C:15]1[CH:20]=[CH:19][C:18]([O:11][CH:8]2[CH2:7][NH:6][CH2:5][C:4]3[CH:3]=[C:2]([CH3:1])[S:10][C:9]2=3)=[C:17]([Cl:22])[CH:16]=1)(=[O:14])[NH2:13]. Given the reactants [CH3:1][C:2]1[S:10][C:9]2[CH:8]([OH:11])[CH2:7][NH:6][CH2:5][C:4]=2[CH:3]=1.[C:12]([C:15]1[CH:20]=[CH:19][C:18](F)=[C:17]([Cl:22])[CH:16]=1)(=[O:14])[NH2:13], predict the reaction product.